Dataset: Full USPTO retrosynthesis dataset with 1.9M reactions from patents (1976-2016). Task: Predict the reactants needed to synthesize the given product. (1) Given the product [CH2:24]([O:23][C:20]1[CH:21]=[CH:22][C:17]([S:14]([NH:13][C@@H:8]([C:7]([NH:6][O:5][C:1]([CH3:2])([CH3:4])[CH3:3])=[O:28])[CH2:9][CH2:10][CH2:11][NH:12][C:41]([C:37]2[S:36][CH:40]=[CH:39][CH:38]=2)=[O:42])(=[O:16])=[O:15])=[CH:18][CH:19]=1)[C:25]#[C:26][CH3:27], predict the reactants needed to synthesize it. The reactants are: [C:1]([O:5][NH:6][C:7](=[O:28])[C@H:8]([NH:13][S:14]([C:17]1[CH:22]=[CH:21][C:20]([O:23][CH2:24][C:25]#[C:26][CH3:27])=[CH:19][CH:18]=1)(=[O:16])=[O:15])[CH2:9][CH2:10][CH2:11][NH2:12])([CH3:4])([CH3:3])[CH3:2].C(N(CC)CC)C.[S:36]1[CH:40]=[CH:39][CH:38]=[C:37]1[C:41](Cl)=[O:42]. (2) Given the product [CH3:1][O:2][C:3]([CH:5]1[CH2:9][C:8](=[O:10])[N:7]([C:11]2[CH:16]=[CH:15][C:14]3[O:17][CH2:18][C:19](=[O:20])[NH:24][C:13]=3[N:12]=2)[CH2:6]1)=[O:4], predict the reactants needed to synthesize it. The reactants are: [CH3:1][O:2][C:3]([CH:5]1[CH2:9][C:8](=[O:10])[N:7]([C:11]2[CH:16]=[CH:15][C:14]([O:17][CH2:18][C:19](OCC)=[O:20])=[C:13]([N+:24]([O-])=O)[N:12]=2)[CH2:6]1)=[O:4]. (3) Given the product [Cl:1][C:2]1[CH:8]=[C:7]([O:9][C:10]2[C:19]3[C:14](=[CH:15][C:16]([O:22][CH3:23])=[C:17]([O:20][CH3:21])[CH:18]=3)[N:13]=[CH:12][N:11]=2)[CH:6]=[CH:5][C:3]=1[NH:4][C:42](=[O:48])[O:43][CH2:44][CH2:57][CH2:56][O:55][C:54]1[CH:60]=[CH:61][CH:62]=[C:52]([O:51][CH3:50])[CH:53]=1, predict the reactants needed to synthesize it. The reactants are: [Cl:1][C:2]1[CH:8]=[C:7]([O:9][C:10]2[C:19]3[C:14](=[CH:15][C:16]([O:22][CH3:23])=[C:17]([O:20][CH3:21])[CH:18]=3)[N:13]=[CH:12][N:11]=2)[CH:6]=[CH:5][C:3]=1[NH2:4].C1(C)C=CC=CC=1.C(N(CC)CC)C.ClC(Cl)(O[C:42](=[O:48])[O:43][C:44](Cl)(Cl)Cl)Cl.[CH3:50][O:51][C:52]1[CH:53]=[C:54]([CH:60]=[CH:61][CH:62]=1)[O:55][CH2:56][CH2:57]CO. (4) Given the product [NH:11]1[CH:12]=[C:8]([C:5]2[CH:4]=[CH:3][C:2]([NH:1][C:28](=[O:29])[CH2:27][C:22]3[CH:23]=[CH:24][CH:25]=[CH:26][C:21]=3[Cl:20])=[CH:7][CH:6]=2)[CH:9]=[N:10]1, predict the reactants needed to synthesize it. The reactants are: [NH2:1][C:2]1[CH:7]=[CH:6][C:5]([C:8]2[CH:9]=[N:10][N:11](C(OC(C)(C)C)=O)[CH:12]=2)=[CH:4][CH:3]=1.[Cl:20][C:21]1[CH:26]=[CH:25][CH:24]=[CH:23][C:22]=1[CH2:27][C:28](O)=[O:29]. (5) Given the product [Br:19][C:20]1[N:21]=[CH:22][C:23]2[N:24]([CH:26]=[C:27]([CH3:29])[N:28]=2)[C:25]=1[Cl:30], predict the reactants needed to synthesize it. The reactants are: C(NC(C)C)(C)C.C([Li])CCC.CCCCCC.[Br:19][C:20]1[N:21]=[CH:22][C:23]2[N:24]([CH:26]=[C:27]([CH3:29])[N:28]=2)[CH:25]=1.[Cl:30]C(Cl)(Cl)C(Cl)(Cl)Cl. (6) Given the product [CH3:36][N:33]1[CH2:34][CH2:35][N:30]([S:27]([C:24]2[CH:23]=[CH:22][C:21]([NH:13][C:9]3[N:8]=[C:7]([C:4]4[N:3]([CH:14]5[CH2:19][CH2:18][O:17][CH2:16][CH2:15]5)[C:2]([CH3:1])=[N:6][CH:5]=4)[CH:12]=[CH:11][N:10]=3)=[CH:26][CH:25]=2)(=[O:29])=[O:28])[CH2:31][CH2:32]1, predict the reactants needed to synthesize it. The reactants are: [CH3:1][C:2]1[N:3]([CH:14]2[CH2:19][CH2:18][O:17][CH2:16][CH2:15]2)[C:4]([C:7]2[CH:12]=[CH:11][N:10]=[C:9]([NH2:13])[N:8]=2)=[CH:5][N:6]=1.Br[C:21]1[CH:26]=[CH:25][C:24]([S:27]([N:30]2[CH2:35][CH2:34][N:33]([CH3:36])[CH2:32][CH2:31]2)(=[O:29])=[O:28])=[CH:23][CH:22]=1.C([O-])([O-])=O.[Cs+].[Cs+].CC(C1C=C(C(C)C)C(C2C=CC=CC=2P(C2CCCCC2)C2CCCCC2)=C(C(C)C)C=1)C. (7) Given the product [O:14]1[C:10]2([CH2:15][CH2:16][CH:7]([CH:4]([N:2]([CH3:3])[CH3:1])[C:5]3[CH:26]=[CH:27][CH:28]=[C:23]([F:22])[CH:24]=3)[CH2:8][CH2:9]2)[O:11][CH2:12][CH2:13]1, predict the reactants needed to synthesize it. The reactants are: [CH3:1][N:2]([CH:4]([CH:7]1[CH2:16][CH2:15][C:10]2([O:14][CH2:13][CH2:12][O:11]2)[CH2:9][CH2:8]1)[C:5]#N)[CH3:3].C1COCC1.[F:22][C:23]1[CH:24]=C([Mg]Br)[CH:26]=[CH:27][CH:28]=1.[Cl-].[NH4+].